This data is from Catalyst prediction with 721,799 reactions and 888 catalyst types from USPTO. The task is: Predict which catalyst facilitates the given reaction. (1) Reactant: [OH:1][C:2]1[N:7]=[CH:6][N:5]=[C:4]([C:8]([O:10][CH2:11][CH3:12])=[O:9])[C:3]=1[CH3:13].[Na+].Cl[C:16]([F:21])([F:20])C([O-])=O.C(=O)([O-])[O-].[Na+].[Na+].[Cl-].[NH4+]. Product: [F:20][CH:16]([F:21])[O:1][C:2]1[N:7]=[CH:6][N:5]=[C:4]([C:8]([O:10][CH2:11][CH3:12])=[O:9])[C:3]=1[CH3:13]. The catalyst class is: 618. (2) Reactant: [CH:1]([N:4]1[CH:9]=[CH:8][C:7]([C:10]([O:12]C)=[O:11])=[CH:6][C:5]1=[O:14])([CH3:3])[CH3:2].[OH-].[Na+].Cl. Product: [CH:1]([N:4]1[CH:9]=[CH:8][C:7]([C:10]([OH:12])=[O:11])=[CH:6][C:5]1=[O:14])([CH3:3])[CH3:2]. The catalyst class is: 6. (3) Reactant: [CH3:1][O:2][C:3]1[CH:4]=[C:5]([C:11]2[C@@H:20]3[C@@H:15]([CH2:16][CH2:17][CH2:18][CH2:19]3)[C:14](=[O:21])[N:13]([CH:22]3[CH2:27][CH2:26][N:25]([C:28](=[O:48])[C@H:29]([NH:40]C(=O)OC(C)(C)C)[CH2:30][C:31]4[CH:36]=[CH:35][C:34]([O:37][CH2:38][CH3:39])=[CH:33][CH:32]=4)[CH2:24][CH2:23]3)[N:12]=2)[CH:6]=[CH:7][C:8]=1[O:9][CH3:10].FC(F)(F)C(O)=O.C(=O)(O)[O-].[Na+]. Product: [NH2:40][C@H:29]([CH2:30][C:31]1[CH:32]=[CH:33][C:34]([O:37][CH2:38][CH3:39])=[CH:35][CH:36]=1)[C:28]([N:25]1[CH2:24][CH2:23][CH:22]([N:13]2[N:12]=[C:11]([C:5]3[CH:6]=[CH:7][C:8]([O:9][CH3:10])=[C:3]([O:2][CH3:1])[CH:4]=3)[C@@H:20]3[C@@H:15]([CH2:16][CH2:17][CH2:18][CH2:19]3)[C:14]2=[O:21])[CH2:27][CH2:26]1)=[O:48]. The catalyst class is: 2. (4) Reactant: [CH2:1]([O:8][C:9]1[CH:16]=[CH:15][C:12]([CH:13]=O)=[CH:11][C:10]=1[O:17][CH3:18])[C:2]1[CH:7]=[CH:6][CH:5]=[CH:4][CH:3]=1.[Cl-].[CH2:20]([O:22][CH:23]([P+](C1C=CC=CC=1)(C1C=CC=CC=1)C1C=CC=CC=1)[C:24]([O:26][CH2:27][CH3:28])=[O:25])[CH3:21].C(=O)([O-])[O-].[K+].[K+]. Product: [CH2:27]([O:26][C:24](=[O:25])[C:23]([O:22][CH2:20][CH3:21])=[CH:13][C:12]1[CH:15]=[CH:16][C:9]([O:8][CH2:1][C:2]2[CH:7]=[CH:6][CH:5]=[CH:4][CH:3]=2)=[C:10]([O:17][CH3:18])[CH:11]=1)[CH3:28]. The catalyst class is: 32. (5) Reactant: C([Li])CCC.[F:6][C:7]1[CH:8]=[C:9]([CH2:14][C:15]([O:17][CH3:18])=[O:16])[CH:10]=[C:11]([F:13])[CH:12]=1.[Cl:19][C:20]1[CH:25]=[CH:24][C:23]([CH:26]([C:32]2[CH:37]=[CH:36][C:35]([Cl:38])=[CH:34][CH:33]=2)[N:27]2[CH2:30][C:29](=[O:31])[CH2:28]2)=[CH:22][CH:21]=1. The catalyst class is: 323. Product: [CH3:18][O:17][C:15](=[O:16])[CH:14]([C:29]1([OH:31])[CH2:30][N:27]([CH:26]([C:32]2[CH:37]=[CH:36][C:35]([Cl:38])=[CH:34][CH:33]=2)[C:23]2[CH:24]=[CH:25][C:20]([Cl:19])=[CH:21][CH:22]=2)[CH2:28]1)[C:9]1[CH:8]=[C:7]([F:6])[CH:12]=[C:11]([F:13])[CH:10]=1. (6) Reactant: [CH:1]([C:3]1[CH:10]=[CH:9][C:6]([C:7]#[N:8])=[CH:5][CH:4]=1)=O.[C:11]([NH:14][CH2:15][C:16]([OH:18])=[O:17])(=O)[CH3:12].C([O-])(=O)C.[Na+].C(OC(=O)C)(=O)C. Product: [CH3:12][C:11]1[O:18][C:16](=[O:17])[C:15](=[CH:1][C:3]2[CH:10]=[CH:9][C:6]([C:7]#[N:8])=[CH:5][CH:4]=2)[N:14]=1. The catalyst class is: 21.